From a dataset of Reaction yield outcomes from USPTO patents with 853,638 reactions. Predict the reaction yield, written as a fraction of the theoretical maximum amount of product (1.0 means a 100% yield; for example, 0.34 means a 34% yield). (1) The reactants are Cl[CH2:2][C:3]([O:5][CH2:6][CH3:7])=[O:4].[Br:8][C:9]1[CH:10]=[C:11]([CH:13]=[C:14]([Br:17])[C:15]=1[CH3:16])[NH2:12].C(=O)([O-])[O-].[Li+].[Li+]. The catalyst is CN1CCCC1=O. The product is [CH2:6]([O:5][C:3](=[O:4])[CH2:2][NH:12][C:11]1[CH:10]=[C:9]([Br:8])[C:15]([CH3:16])=[C:14]([Br:17])[CH:13]=1)[CH3:7]. The yield is 0.330. (2) The reactants are [CH3:1][O:2][C:3]1[CH:4]=[C:5]2[C:10](=[CH:11][C:12]=1[O:13][CH3:14])[N:9]=[CH:8][N:7]=[C:6]2[NH:15][C:16]1[CH:21]=[CH:20][C:19]([N+:22]([O-])=O)=[CH:18][C:17]=1[F:25]. The catalyst is CN(C=O)C.CO.[Pd]. The product is [CH3:1][O:2][C:3]1[CH:4]=[C:5]2[C:10](=[CH:11][C:12]=1[O:13][CH3:14])[N:9]=[CH:8][N:7]=[C:6]2[NH:15][C:16]1[CH:21]=[CH:20][C:19]([NH2:22])=[CH:18][C:17]=1[F:25]. The yield is 0.650. (3) The reactants are Br[C:2]1[CH:7]=[CH:6][C:5]([O:8][CH3:9])=[C:4]([N+:10]([O-:12])=[O:11])[CH:3]=1.[NH:13]1[CH2:18][CH2:17][O:16][CH2:15][CH2:14]1.P([O-])([O-])([O-])=O.[K+].[K+].[K+]. The catalyst is C(COC)OC.C(OCC)(=O)C.C([O-])(=O)C.[Pd+2].C([O-])(=O)C. The product is [CH3:9][O:8][C:5]1[CH:6]=[CH:7][C:2]([N:13]2[CH2:18][CH2:17][O:16][CH2:15][CH2:14]2)=[CH:3][C:4]=1[N+:10]([O-:12])=[O:11]. The yield is 0.690. (4) The catalyst is CN(C)C=O.O. The reactants are [Cl:1][C:2]1[N:6]2[CH:7]=[C:8]([OH:15])[CH:9]=[C:10]([C:11]([F:14])([F:13])[F:12])[C:5]2=[N:4][C:3]=1[C:16]([O:18][CH3:19])=[O:17].[C:20](=O)([O-])[O-].[K+].[K+].CI. The product is [Cl:1][C:2]1[N:6]2[CH:7]=[C:8]([O:15][CH3:20])[CH:9]=[C:10]([C:11]([F:12])([F:14])[F:13])[C:5]2=[N:4][C:3]=1[C:16]([O:18][CH3:19])=[O:17]. The yield is 0.580. (5) The reactants are Br[C:2]1[C:3]([Cl:31])=[CH:4][C:5]([O:29]C)=[C:6]([CH2:8][CH2:9][C:10]([N:12]2[CH2:17][CH2:16][N:15]([CH:18]3[CH2:21][N:20]([C:22]([O:24][C:25]([CH3:28])([CH3:27])[CH3:26])=[O:23])[CH2:19]3)[CH2:14][CH2:13]2)=[O:11])[CH:7]=1.[CH:32]1(B(O)O)[CH2:34][CH2:33]1.C1(P(C2CCCCC2)C2CCCCC2)CCCCC1. The catalyst is C1(C)C=CC=CC=1.O.CC([O-])=O.CC([O-])=O.[Pd+2]. The product is [Cl:31][C:3]1[C:2]([CH:32]2[CH2:34][CH2:33]2)=[CH:7][C:6]([CH2:8][CH2:9][C:10]([N:12]2[CH2:13][CH2:14][N:15]([CH:18]3[CH2:21][N:20]([C:22]([O:24][C:25]([CH3:26])([CH3:27])[CH3:28])=[O:23])[CH2:19]3)[CH2:16][CH2:17]2)=[O:11])=[C:5]([OH:29])[CH:4]=1. The yield is 0.750. (6) The reactants are [S:1]1[CH2:6][CH2:5][CH:4]([C:7]([C:9]2[S:13][C:12]([NH2:14])=[N:11][C:10]=2[C:15]2[O:16][CH:17]=[CH:18][CH:19]=2)=[O:8])[CH2:3][CH2:2]1.[C:20](O)(=[O:27])[C:21]1[CH:26]=[CH:25][N:24]=[CH:23][CH:22]=1.CCN=C=NCCCN(C)C.Cl.O.ON1C2C=CC=CC=2N=N1. The catalyst is CN(C=O)C.O. The product is [O:16]1[CH:17]=[CH:18][CH:19]=[C:15]1[C:10]1[N:11]=[C:12]([NH:14][C:20]([C:21]2[CH:26]=[CH:25][N:24]=[CH:23][CH:22]=2)=[O:27])[S:13][C:9]=1[C:7]([CH:4]1[CH2:5][CH2:6][S:1][CH2:2][CH2:3]1)=[O:8]. The yield is 0.650. (7) The reactants are Cl[C:2]1[N:3]=[C:4]([NH:18][CH2:19][CH2:20][CH3:21])[C:5]2[N:6]=[C:7]([NH:16][CH3:17])[N:8]=[C:9]([NH:12][CH2:13][CH2:14][CH3:15])[C:10]=2[N:11]=1.[NH:22]1[CH2:27][CH2:26][O:25][CH2:24][CH2:23]1.C([O-])(O)=O.[Na+]. No catalyst specified. The product is [CH3:17][NH:16][C:7]1[N:8]=[C:9]([NH:12][CH2:13][CH2:14][CH3:15])[C:10]2[N:11]=[C:2]([N:22]3[CH2:27][CH2:26][O:25][CH2:24][CH2:23]3)[N:3]=[C:4]([NH:18][CH2:19][CH2:20][CH3:21])[C:5]=2[N:6]=1. The yield is 0.910. (8) The reactants are [F:1][C:2]1[CH:24]=[CH:23][C:5]([CH2:6][CH2:7][C:8]2[S:9][C:10]3[N:11]=[CH:12][N:13]=[C:14]([N:17]4[CH2:22][CH2:21][NH:20][CH2:19][CH2:18]4)[C:15]=3[N:16]=2)=[CH:4][CH:3]=1.[Cl:25][C:26]1[CH:36]=[CH:35][C:29]([O:30][CH2:31][C:32](O)=[O:33])=[CH:28][CH:27]=1. The yield is 0.480. No catalyst specified. The product is [F:1][C:2]1[CH:24]=[CH:23][C:5]([CH2:6][CH2:7][C:8]2[S:9][C:10]3[N:11]=[CH:12][N:13]=[C:14]([N:17]4[CH2:22][CH2:21][N:20]([C:32](=[O:33])[CH2:31][O:30][C:29]5[CH:35]=[CH:36][C:26]([Cl:25])=[CH:27][CH:28]=5)[CH2:19][CH2:18]4)[C:15]=3[N:16]=2)=[CH:4][CH:3]=1.